This data is from Reaction yield outcomes from USPTO patents with 853,638 reactions. The task is: Predict the reaction yield, written as a fraction of the theoretical maximum amount of product (1.0 means a 100% yield; for example, 0.34 means a 34% yield). (1) The reactants are C(N(C(C)C)C(C)C)C.[Br:10][C:11]1[CH:16]=[CH:15][C:14]([C@@H:17]([C@@H:21]2[CH2:25][CH2:24][C:23]([CH3:27])([CH3:26])[N:22]2[C:28]([O:30][C:31]([CH3:34])([CH3:33])[CH3:32])=[O:29])[C:18](O)=[O:19])=[CH:13][C:12]=1[F:35].Cl.Cl.[CH3:38][C@H:39]1[C:47]2[C:46]([N:48]3[CH2:53][CH2:52][NH:51][CH2:50][CH2:49]3)=[N:45][CH:44]=[N:43][C:42]=2[C@@H:41]([OH:54])[CH2:40]1.CN(C(ON1N=NC2C=CC=NC1=2)=[N+](C)C)C.F[P-](F)(F)(F)(F)F. The catalyst is C(Cl)Cl. The product is [Br:10][C:11]1[CH:16]=[CH:15][C:14]([C@@H:17]([C@H:21]2[N:22]([C:28]([O:30][C:31]([CH3:34])([CH3:32])[CH3:33])=[O:29])[C:23]([CH3:26])([CH3:27])[CH2:24][CH2:25]2)[C:18]([N:51]2[CH2:52][CH2:53][N:48]([C:46]3[C:47]4[C@H:39]([CH3:38])[CH2:40][C@@H:41]([OH:54])[C:42]=4[N:43]=[CH:44][N:45]=3)[CH2:49][CH2:50]2)=[O:19])=[CH:13][C:12]=1[F:35]. The yield is 0.230. (2) The reactants are [I:1][C:2]1[CH:3]=[C:4](N)[CH:5]=[CH:6][C:7]=1[CH3:8].[BrH:10].N([O-])=O.[Na+]. The catalyst is O.[Cu](Br)Br. The product is [Br:10][C:4]1[CH:5]=[CH:6][C:7]([CH3:8])=[C:2]([I:1])[CH:3]=1. The yield is 0.710. (3) The reactants are [F:1][C:2]1[CH:7]=[CH:6][CH:5]=[CH:4][C:3]=1[C:8]1([OH:19])[CH2:11][N:10]([C:12]([O:14][C:15]([CH3:18])([CH3:17])[CH3:16])=[O:13])[CH2:9]1.[H-].[Na+].I[CH2:23][CH2:24][CH2:25][CH3:26]. The catalyst is CN(C)C=O. The product is [CH2:23]([O:19][C:8]1([C:3]2[CH:4]=[CH:5][CH:6]=[CH:7][C:2]=2[F:1])[CH2:9][N:10]([C:12]([O:14][C:15]([CH3:16])([CH3:18])[CH3:17])=[O:13])[CH2:11]1)[CH2:24][CH2:25][CH3:26]. The yield is 0.790. (4) The reactants are [CH:1]1([CH:7]([NH:19][C:20]2[CH:25]=[CH:24][C:23]([C:26]([N:28]([CH3:36])[CH2:29][CH2:30][C:31]([O:33][CH2:34][CH3:35])=[O:32])=[O:27])=[CH:22][CH:21]=2)[C:8]2[O:9][C:10]3[CH:17]=[CH:16][C:15]([OH:18])=[CH:14][C:11]=3[C:12]=2[CH3:13])[CH2:6][CH2:5][CH2:4][CH2:3][CH2:2]1.[N:37]1[CH:42]=[CH:41][CH:40]=[C:39]([CH2:43]O)[CH:38]=1.C(P(CCCC)CCCC)CCC.N(C(N1CCCCC1)=O)=NC(N1CCCCC1)=O. The catalyst is O1CCCC1. The product is [CH:1]1([CH:7]([NH:19][C:20]2[CH:21]=[CH:22][C:23]([C:26]([N:28]([CH3:36])[CH2:29][CH2:30][C:31]([O:33][CH2:34][CH3:35])=[O:32])=[O:27])=[CH:24][CH:25]=2)[C:8]2[O:9][C:10]3[CH:17]=[CH:16][C:15]([O:18][CH2:43][C:39]4[CH:38]=[N:37][CH:42]=[CH:41][CH:40]=4)=[CH:14][C:11]=3[C:12]=2[CH3:13])[CH2:6][CH2:5][CH2:4][CH2:3][CH2:2]1. The yield is 0.490. (5) The reactants are [CH:1]([C:4]1[N:9]=[C:8]([CH2:10][N:11]2[C:19]3[C:14](=[C:15]([N+:20]([O-])=O)[CH:16]=[CH:17][CH:18]=3)[C:13]([CH3:23])=[N:12]2)[CH:7]=[CH:6][CH:5]=1)([CH3:3])[CH3:2].[Cl-].[NH4+]. The catalyst is CCO.O.[Fe]. The product is [CH:1]([C:4]1[N:9]=[C:8]([CH2:10][N:11]2[C:19]3[CH:18]=[CH:17][CH:16]=[C:15]([NH2:20])[C:14]=3[C:13]([CH3:23])=[N:12]2)[CH:7]=[CH:6][CH:5]=1)([CH3:3])[CH3:2]. The yield is 0.570.